Dataset: Full USPTO retrosynthesis dataset with 1.9M reactions from patents (1976-2016). Task: Predict the reactants needed to synthesize the given product. (1) Given the product [S:10]1[C:3]2[C:4](=[N:5][CH:6]=[CH:7][C:2]=2[SH:13])[CH:8]=[CH:9]1, predict the reactants needed to synthesize it. The reactants are: Cl[C:2]1[CH:7]=[CH:6][N:5]=[C:4]2[CH:8]=[CH:9][S:10][C:3]=12.O.O.[SH2:13].[Na].Cl. (2) Given the product [C:1]([O:5][C:6]([N:8]1[CH2:12][C@@H:11]([CH2:13][C@H:14]([CH2:18][C:19]2[CH:24]=[CH:23][C:22]([O:25][CH3:26])=[C:21]([O:27][CH2:28][CH2:29][CH2:30][O:31][CH3:32])[CH:20]=2)[CH:15]([CH3:17])[CH3:16])[C@H:10]([CH2:33][NH:42][CH:39]2[CH2:41][CH2:40]2)[CH2:9]1)=[O:7])([CH3:4])([CH3:2])[CH3:3], predict the reactants needed to synthesize it. The reactants are: [C:1]([O:5][C:6]([N:8]1[CH2:12][C@@H:11]([CH2:13][C@H:14]([CH2:18][C:19]2[CH:24]=[CH:23][C:22]([O:25][CH3:26])=[C:21]([O:27][CH2:28][CH2:29][CH2:30][O:31][CH3:32])[CH:20]=2)[CH:15]([CH3:17])[CH3:16])[C@H:10]([CH:33]=O)[CH2:9]1)=[O:7])([CH3:4])([CH3:3])[CH3:2].C(O)(=O)C.[CH:39]1([NH2:42])[CH2:41][CH2:40]1.[BH4-].[Na+]. (3) Given the product [CH2:19]([O:21][C:22](=[O:32])[CH:23]=[CH:24][C:25]1[CH:30]=[CH:29][C:28]([C:18]#[C:17][C:6]2[CH:5]=[C:4]([CH:1]3[CH2:3][CH2:2]3)[C:13]3[C:12](=[O:14])[CH2:11][CH2:10][C:9]([CH3:15])([CH3:16])[C:8]=3[CH:7]=2)=[CH:27][CH:26]=1)[CH3:20], predict the reactants needed to synthesize it. The reactants are: [CH:1]1([C:4]2[CH:5]=[C:6]([C:17]#[CH:18])[CH:7]=[C:8]3[C:13]=2[C:12](=[O:14])[CH2:11][CH2:10][C:9]3([CH3:16])[CH3:15])[CH2:3][CH2:2]1.[CH2:19]([O:21][C:22](=[O:32])/[CH:23]=[CH:24]/[C:25]1[CH:30]=[CH:29][C:28](I)=[CH:27][CH:26]=1)[CH3:20]. (4) Given the product [Br:9][C:10]1[CH:11]=[N:8][C:4]2[N:5]([N:6]=[CH:7][C:3]=2[CH2:1][CH3:2])[CH:13]=1, predict the reactants needed to synthesize it. The reactants are: [CH2:1]([C:3]1[C:4]([NH2:8])=[N:5][NH:6][CH:7]=1)[CH3:2].[Br:9][CH:10]([CH:13]=O)[CH:11]=O.C(O)(=O)C. (5) The reactants are: [CH3:1][NH2:2].[F:3][C:4]1[CH:14]=[C:13]([Cl:15])[C:12]([F:16])=[CH:11][C:5]=1[C:6](OCC)=[O:7]. Given the product [CH3:1][NH:2][C:6](=[O:7])[C:5]1[CH:11]=[C:12]([F:16])[C:13]([Cl:15])=[CH:14][C:4]=1[F:3], predict the reactants needed to synthesize it. (6) Given the product [Cl:1][C:2]1[CH:7]=[CH:6][CH:5]=[CH:4][C:3]=1[C:8]1[C:12]([CH:13]=[O:14])=[CH:11][N:10]([C:15]2[C:20]([CH3:21])=[CH:19][N:18]=[C:17]([F:22])[CH:16]=2)[N:9]=1, predict the reactants needed to synthesize it. The reactants are: [Cl:1][C:2]1[CH:7]=[CH:6][CH:5]=[CH:4][C:3]=1[C:8]1[C:12]([CH2:13][OH:14])=[CH:11][N:10]([C:15]2[C:20]([CH3:21])=[CH:19][N:18]=[C:17]([F:22])[CH:16]=2)[N:9]=1.C1C=C[NH+]=CC=1.[O-][Cr](Cl)(=O)=O.